Predict the product of the given reaction. From a dataset of Forward reaction prediction with 1.9M reactions from USPTO patents (1976-2016). (1) Given the reactants [C:1]([C:3]1[CH:4]=[C:5]([C:13]([N:15]([CH2:17][C@H:18]([C:22]2[CH:27]=[CH:26][C:25]([F:28])=[CH:24][CH:23]=2)[CH2:19][CH:20]=C)[CH3:16])=[O:14])[C:6]2[CH2:7][CH2:8][CH2:9][CH2:10][C:11]=2[CH:12]=1)#[N:2].C[N+]1([O-])CC[O:33]CC1.OS([O-])=O.[Na+].I([O-])(=O)(=O)=O.[Na+], predict the reaction product. The product is: [C:1]([C:3]1[CH:4]=[C:5]([C:13]([N:15]([CH2:17][C@H:18]([C:22]2[CH:27]=[CH:26][C:25]([F:28])=[CH:24][CH:23]=2)[CH2:19][CH:20]=[O:33])[CH3:16])=[O:14])[C:6]2[CH2:7][CH2:8][CH2:9][CH2:10][C:11]=2[CH:12]=1)#[N:2]. (2) Given the reactants [CH3:1][C:2](=[O:6])[CH:3]=[CH:4][CH3:5].[CH:7]1[CH2:11][CH:10]=[CH:9][CH:8]=1.Cl(O)(=O)(=O)=O.C([C@@H]1N[C@H](C2OC(C)=CC=2)N(C)C1=O)C1C=CC=CC=1, predict the reaction product. The product is: [CH3:5][C@H:4]1[C@@H:9]2[CH2:10][C@H:11]([CH:7]=[CH:8]2)[C@@H:3]1[C:2](=[O:6])[CH3:1]. (3) Given the reactants [CH3:1][CH:2]([C:4](=O)[CH2:5][CH2:6][CH3:7])[CH3:3].[NH2:9][OH:10], predict the reaction product. The product is: [CH3:1][CH:2]([C:4](=[N:9][OH:10])[CH2:5][CH2:6][CH3:7])[CH3:3]. (4) Given the reactants [NH2:1][C:2]1[CH:11]=[CH:10][C:9]([CH:12]2[CH2:14][CH2:13]2)=[CH:8][C:3]=1[C:4]([O:6][CH3:7])=[O:5].[CH2:15]([N:22]1[CH2:30][C:29]2[C:24](=[CH:25][CH:26]=[C:27](Br)[CH:28]=2)[C:23]1=[O:32])[C:16]1[CH:21]=[CH:20][CH:19]=[CH:18][CH:17]=1.C(=O)([O-])[O-].[Cs+].[Cs+].C1(C)C=CC=CC=1, predict the reaction product. The product is: [CH2:15]([N:22]1[CH2:30][C:29]2[C:24](=[CH:25][CH:26]=[C:27]([NH:1][C:2]3[CH:11]=[CH:10][C:9]([CH:12]4[CH2:14][CH2:13]4)=[CH:8][C:3]=3[C:4]([O:6][CH3:7])=[O:5])[CH:28]=2)[C:23]1=[O:32])[C:16]1[CH:17]=[CH:18][CH:19]=[CH:20][CH:21]=1. (5) Given the reactants [S:1]1[CH:5]=[CH:4][CH:3]=[C:2]1[N:6]1[CH2:11][CH2:10][CH:9]([C:12]([OH:14])=O)[CH2:8][CH2:7]1.BrC1SC=CC=1.[N:21]1[C:30]2[C:25](=[CH:26][CH:27]=[CH:28][CH:29]=2)[C:24]([NH2:31])=[CH:23][N:22]=1, predict the reaction product. The product is: [N:21]1[C:30]2[C:25](=[CH:26][CH:27]=[CH:28][CH:29]=2)[C:24]([NH:31][C:12]([CH:9]2[CH2:8][CH2:7][N:6]([C:2]3[S:1][CH:5]=[CH:4][CH:3]=3)[CH2:11][CH2:10]2)=[O:14])=[CH:23][N:22]=1. (6) The product is: [CH2:12]([N:19]1[C:23]2[N:24]=[C:25]([NH:1][C:2]3[CH:9]=[CH:8][C:5]([C:6]#[N:7])=[CH:4][CH:3]=3)[N:26]=[C:27]([O:28][C:29]3[C:30]([CH3:38])=[CH:31][C:32]([C:33]#[N:34])=[CH:35][C:36]=3[CH3:37])[C:22]=2[CH:21]=[CH:20]1)[C:13]1[CH:18]=[CH:17][CH:16]=[CH:15][CH:14]=1. Given the reactants [NH2:1][C:2]1[CH:9]=[CH:8][C:5]([C:6]#[N:7])=[CH:4][CH:3]=1.[H-].[Na+].[CH2:12]([N:19]1[C:23]2[N:24]=[C:25](F)[N:26]=[C:27]([O:28][C:29]3[C:36]([CH3:37])=[CH:35][C:32]([C:33]#[N:34])=[CH:31][C:30]=3[CH3:38])[C:22]=2[CH:21]=[CH:20]1)[C:13]1[CH:18]=[CH:17][CH:16]=[CH:15][CH:14]=1, predict the reaction product. (7) Given the reactants Br[C:2]1[N:6]2[CH:7]=[CH:8][C:9]([C:11]([CH3:21])([O:13][Si:14]([CH2:19][CH3:20])([CH2:17][CH3:18])[CH2:15][CH3:16])[CH3:12])=[N:10][C:5]2=[N:4][CH:3]=1.[I:22][C:23]1[N:28]=[C:27](I)[CH:26]=[CH:25][N:24]=1, predict the reaction product. The product is: [I:22][C:23]1[N:28]=[C:27]([C:2]2[N:6]3[CH:7]=[CH:8][C:9]([C:11]([CH3:21])([O:13][Si:14]([CH2:19][CH3:20])([CH2:17][CH3:18])[CH2:15][CH3:16])[CH3:12])=[N:10][C:5]3=[N:4][CH:3]=2)[CH:26]=[CH:25][N:24]=1. (8) Given the reactants B(O)(O)[C:2]1[CH:3]=[CH:4][C:5]([CH3:8])=[CH:6][CH:7]=1.Br[C:12]1[CH:17]=[CH:16][C:15]([N:18]2[CH:22]=[CH:21][CH:20]=[N:19]2)=[CH:14][CH:13]=1.CC#N.C(=O)([O-])[O-].[Na+].[Na+], predict the reaction product. The product is: [CH3:8][C:5]1[CH:6]=[CH:7][C:2]([C:12]2[CH:17]=[CH:16][C:15]([N:18]3[CH:22]=[CH:21][CH:20]=[N:19]3)=[CH:14][CH:13]=2)=[CH:3][CH:4]=1.